This data is from Retrosynthesis with 50K atom-mapped reactions and 10 reaction types from USPTO. The task is: Predict the reactants needed to synthesize the given product. (1) Given the product COc1ccc(NS(=O)(=O)c2cccc(OC(F)F)c2)cc1N1CCNCC1, predict the reactants needed to synthesize it. The reactants are: COc1ccc(NS(=O)(=O)c2cccc(OC(F)F)c2)cc1N1CCN(C(=O)OC(C)(C)C)CC1. (2) Given the product CCOC(=O)CC1CCCc2c1[nH]c1c(Br)cc(F)cc21, predict the reactants needed to synthesize it. The reactants are: CCOC(=O)CC1CCCCC1=O.NNc1ccc(F)cc1Br. (3) Given the product O=C(O)c1ccc(Nc2ccc(OCCOc3ccccn3)cc2)c([N+](=O)[O-])c1, predict the reactants needed to synthesize it. The reactants are: Nc1ccc(OCCOc2ccccn2)cc1.O=C(O)c1ccc(F)c([N+](=O)[O-])c1. (4) Given the product C#Cc1cc(Nc2ncnc3cnc(NCc4ccc(OC)cc4)cc23)ccc1Cl, predict the reactants needed to synthesize it. The reactants are: C#Cc1cc(Nc2ncnc3cnc(F)cc23)ccc1Cl.COc1ccc(CN)cc1. (5) Given the product CC(=O)OCc1cc2c(cc1N)c(Br)nn2C(c1ccccc1)(c1ccccc1)c1ccccc1, predict the reactants needed to synthesize it. The reactants are: CC(=O)OCc1cc2c(cc1[N+](=O)[O-])c(Br)nn2C(c1ccccc1)(c1ccccc1)c1ccccc1. (6) Given the product COc1nc(F)ccc1F, predict the reactants needed to synthesize it. The reactants are: C[O-].Fc1ccc(F)c(F)n1.